Predict the product of the given reaction. From a dataset of Forward reaction prediction with 1.9M reactions from USPTO patents (1976-2016). (1) Given the reactants [Cl:1][C:2]1[CH:7]=[CH:6][C:5]([CH3:8])=[C:4]([I:9])[CH:3]=1.BrN1C(=[O:16])CCC1=O.[C:18]([O:26][O:26][C:18](=[O:25])[C:19]1C=CC=CC=1)(=[O:25])[C:19]1C=CC=CC=1.[H-].[Na+].CN([CH:41]=[O:42])C, predict the reaction product. The product is: [Cl:1][C:2]1[CH:7]=[CH:6][C:5]([CH2:8][CH:19]([C:41]([OH:42])=[O:16])[C:18]([OH:26])=[O:25])=[C:4]([I:9])[CH:3]=1. (2) The product is: [ClH:45].[ClH:45].[NH2:34][CH2:33][CH2:32][C:29]1[CH:28]=[CH:27][C:26]([O:25][CH2:24][CH2:23][CH2:22][CH2:21][C:16]2[CH:17]=[CH:18][C:19]([OH:20])=[C:14]([C@@H:7]([C:8]3[CH:9]=[CH:10][CH:11]=[CH:12][CH:13]=3)[CH2:6][CH2:5][N:4]([CH:1]([CH3:2])[CH3:3])[CH:42]([CH3:44])[CH3:43])[CH:15]=2)=[CH:31][CH:30]=1. Given the reactants [CH:1]([N:4]([CH:42]([CH3:44])[CH3:43])[CH2:5][CH2:6][C@@H:7]([C:14]1[CH:15]=[C:16]([CH2:21][CH2:22][CH2:23][CH2:24][O:25][C:26]2[CH:31]=[CH:30][C:29]([CH2:32][CH2:33][NH:34]C(=O)OC(C)(C)C)=[CH:28][CH:27]=2)[CH:17]=[CH:18][C:19]=1[OH:20])[C:8]1[CH:13]=[CH:12][CH:11]=[CH:10][CH:9]=1)([CH3:3])[CH3:2].[ClH:45].C(O)C, predict the reaction product. (3) Given the reactants [K].CCSC(N(CC(C)C)CC(C)C)=[O:6].[Cl:16][C:17]1[CH:18]=[N:19][CH:20]=[C:21](Cl)[C:22]=1[CH2:23][O:24][CH:25]1[CH2:30][CH2:29][CH2:28][CH2:27][O:26]1, predict the reaction product. The product is: [Cl:16][C:17]1[C:22]([CH2:23][O:24][CH:25]2[CH2:30][CH2:29][CH2:28][CH2:27][O:26]2)=[C:21]([OH:6])[CH:20]=[N:19][CH:18]=1.